This data is from Catalyst prediction with 721,799 reactions and 888 catalyst types from USPTO. The task is: Predict which catalyst facilitates the given reaction. (1) Reactant: Cl[CH2:2][CH2:3][CH2:4][C:5]1([C:10]2[CH:15]=[CH:14][C:13]([F:16])=[CH:12][CH:11]=2)[O:9][CH2:8][CH2:7][O:6]1.[NH:17]1[CH2:22][CH2:21][CH2:20][CH:19]([CH2:23][OH:24])[CH2:18]1.[I-].[Na+].C(=O)([O-])[O-].[K+].[K+]. Product: [F:16][C:13]1[CH:14]=[CH:15][C:10]([C:5]2([CH2:4][CH2:3][CH2:2][N:17]3[CH2:22][CH2:21][CH2:20][CH:19]([CH2:23][OH:24])[CH2:18]3)[O:9][CH2:8][CH2:7][O:6]2)=[CH:11][CH:12]=1. The catalyst class is: 10. (2) Reactant: [C:1]([O:5][C:6]([N:8]1[CH2:25][CH2:24][C:11]2([O:16][CH:15]([C:17](O)=[O:18])[CH2:14][N:13]([CH2:20][CH:21]([F:23])[F:22])[CH2:12]2)[CH2:10][CH2:9]1)=[O:7])([CH3:4])([CH3:3])[CH3:2].[CH2:26]([NH2:29])[CH:27]=[CH2:28].C(P1(=O)OP(CCC)(=O)OP(CCC)(=O)O1)CC.C(N(CC)CC)C. Product: [CH2:26]([NH:29][C:17]([CH:15]1[CH2:14][N:13]([CH2:20][CH:21]([F:23])[F:22])[CH2:12][C:11]2([CH2:10][CH2:9][N:8]([C:6]([O:5][C:1]([CH3:2])([CH3:4])[CH3:3])=[O:7])[CH2:25][CH2:24]2)[O:16]1)=[O:18])[CH:27]=[CH2:28]. The catalyst class is: 504. (3) Reactant: [NH2:1][C:2]1[C:11]2[N:12]=[CH:13][N:14]([CH2:15][C:16]([OH:19])([CH3:18])[CH3:17])[C:10]=2[C:9]2[CH:8]=[CH:7][C:6]([CH2:20][CH2:21][C:22]([OH:24])=O)=[CH:5][C:4]=2[N:3]=1.ON1C2C=CC=CC=2N=N1.CN(C)CCCN=C=NCC.[NH:46]1[CH2:51][CH2:50][O:49][CH2:48][CH2:47]1. Product: [NH2:1][C:2]1[C:11]2[N:12]=[CH:13][N:14]([CH2:15][C:16]([OH:19])([CH3:18])[CH3:17])[C:10]=2[C:9]2[CH:8]=[CH:7][C:6]([CH2:20][CH2:21][C:22]([N:46]3[CH2:51][CH2:50][O:49][CH2:48][CH2:47]3)=[O:24])=[CH:5][C:4]=2[N:3]=1. The catalyst class is: 9. (4) Reactant: [CH3:1][O:2][CH:3]([O:10][CH3:11])[CH2:4][N:5]([CH3:9])[C:6]([NH2:8])=[O:7].[C:12]([C:16]1[CH:21]=[C:20](Cl)[N:19]=[CH:18][N:17]=1)([CH3:15])([CH3:14])[CH3:13].C1(P(C2C=CC=CC=2)C2C3OC4C(=CC=CC=4P(C4C=CC=CC=4)C4C=CC=CC=4)C(C)(C)C=3C=CC=2)C=CC=CC=1.C([O-])([O-])=O.[Cs+].[Cs+]. Product: [C:12]([C:16]1[N:17]=[CH:18][N:19]=[C:20]([NH:8][C:6](=[O:7])[N:5]([CH2:4][CH:3]([O:10][CH3:11])[O:2][CH3:1])[CH3:9])[CH:21]=1)([CH3:15])([CH3:14])[CH3:13]. The catalyst class is: 62.